Dataset: NCI-60 drug combinations with 297,098 pairs across 59 cell lines. Task: Regression. Given two drug SMILES strings and cell line genomic features, predict the synergy score measuring deviation from expected non-interaction effect. Drug 1: CN1CCC(CC1)COC2=C(C=C3C(=C2)N=CN=C3NC4=C(C=C(C=C4)Br)F)OC. Drug 2: C(CCl)NC(=O)N(CCCl)N=O. Cell line: RXF 393. Synergy scores: CSS=7.81, Synergy_ZIP=-2.64, Synergy_Bliss=0.353, Synergy_Loewe=-4.02, Synergy_HSA=-0.719.